Predict the product of the given reaction. From a dataset of Forward reaction prediction with 1.9M reactions from USPTO patents (1976-2016). Given the reactants [CH3:1][C:2]([C:4]1[CH:9]=[C:8]([Br:10])[C:7]([OH:11])=[C:6]([Br:12])[CH:5]=1)=[O:3].[Se](=O)=[O:14].O, predict the reaction product. The product is: [Br:12][C:6]1[CH:5]=[C:4]([C:2](=[O:3])[CH:1]=[O:14])[CH:9]=[C:8]([Br:10])[C:7]=1[OH:11].